This data is from Full USPTO retrosynthesis dataset with 1.9M reactions from patents (1976-2016). The task is: Predict the reactants needed to synthesize the given product. (1) The reactants are: [C:1]1([OH:7])[CH:6]=[CH:5][CH:4]=[CH:3][CH:2]=1.C(=O)([O-])[O-].[K+].[K+].[NH2:14][C:15]1[N:16]=[C:17]([N:32]2[CH2:37][CH2:36][N:35]([C:38](=[O:42])[CH:39](Cl)[CH3:40])[CH2:34][CH2:33]2)[C:18]2[N:24]=[C:23]([C:25]3[CH:30]=[CH:29][C:28]([F:31])=[CH:27][CH:26]=3)[CH:22]=[CH:21][C:19]=2[N:20]=1. Given the product [NH2:14][C:15]1[N:16]=[C:17]([N:32]2[CH2:33][CH2:34][N:35]([C:38](=[O:42])[CH:39]([O:7][C:1]3[CH:6]=[CH:5][CH:4]=[CH:3][CH:2]=3)[CH3:40])[CH2:36][CH2:37]2)[C:18]2[N:24]=[C:23]([C:25]3[CH:26]=[CH:27][C:28]([F:31])=[CH:29][CH:30]=3)[CH:22]=[CH:21][C:19]=2[N:20]=1, predict the reactants needed to synthesize it. (2) Given the product [N:1]1[CH:6]=[CH:5][CH:4]=[CH:3][C:2]=1[C:7]1[CH:8]=[C:9]([C:10]([F:13])([F:12])[F:11])[N:27]2[N:28]=[CH:29][C:30]([C:31]#[N:32])=[C:26]2[N:25]=1, predict the reactants needed to synthesize it. The reactants are: [N:1]1[CH:6]=[CH:5][CH:4]=[CH:3][C:2]=1[C:7](=O)[CH2:8][C:9](=O)[C:10]([F:13])([F:12])[F:11].C(C1C=CC=CN=1)(=O)C.[NH2:25][C:26]1[C:30]([C:31]#[N:32])=[CH:29][NH:28][N:27]=1.